This data is from Drug-target binding data from BindingDB using Ki measurements. The task is: Regression. Given a target protein amino acid sequence and a drug SMILES string, predict the binding affinity score between them. We predict pKi (pKi = -log10(Ki in M); higher means stronger inhibition). Dataset: bindingdb_ki. (1) The small molecule is CC(C)C[C@H](NC(=O)CNC(=O)[C@H](C)NC(=O)[C@H](CC(C)C)NC(=O)[C@H](CCCN=C(N)N)NC(=O)[C@H](Cc1cnc[nH]1)NC(=O)[C@@H](NC(=O)[C@@H](N)C(C)C)[C@@H](C)O)C(=O)N[C@@H](CC(C)C)C(=O)N[C@@H](CO)C(=O)N[C@@H](CCCN=C(N)N)C(=O)N[C@@H](CO)C(=O)NCC(=O)NCC(=O)N[C@H](C(=O)N[C@H](C(=O)N[C@@H](CCCCN)C(=O)N[C@@H](CC(N)=O)C(=O)N[C@@H](CC(N)=O)C(=O)N[C@@H](Cc1ccccc1)C(=O)N[C@H](C(=O)N1CCC[C@H]1C(=O)N[C@H](C(=O)N[C@@H](CC(N)=O)C(=O)N[C@H](C(=O)NCC(=O)N[C@@H](CO)C(=O)N[C@@H](CCCCN)C(=O)N[C@@H](C)C(=O)N[C@@H](C)C(N)=O)C(C)C)[C@@H](C)O)C(C)C)C(C)C)C(C)C. The target protein (Q8WN93) has sequence MEKKYILYFLFLLPFFMILVIAETEEENPDDLIQLTVTRNKIMTAQYECYQKIMQDPIQQTEGIYCNRTWDGWLCWNDVAAGTESMQHCPDYFQDFDPSEKVTKICDQDGNWFRHPESNRTWTNYTQCNINTHEKVQTALNLFYLTIIGHGLSIASLLISLGIFFYFKSLSCQRITLHKNLFFSFVCNSIVTIIHLTAVANNQALVATNPVSCKVFQFIHLYLMGCNYFWMLCEGIYLHTLIVVAVFAEKQHLMWYYFLGWGFPLIPACIHAVARRLYYNDNCWISSDTHLLYIIHGPICAALLVNLFFLLNIVRVLITKLKVTHQAESNLYMKAVRATLILVPLLGIEFVLIPWRPEGKIAEEVYDYIMHILVHYQGLLVSTIYCFFNGEVQAILRRNWNQYKIQFGNSFSHSDALRSASYTVSTISDGAGYSHDYPSEHLNGKSIHDMENIVIKPEKLYD. The pKi is 6.3. (2) The compound is CN(C)c1ccc(-c2cnc(-c3ccc(S(=O)(=O)NCCCCCCN4C[C@H](O)[C@@H](O)[C@H](O)[C@H]4CO)cc3)o2)cc1. The target protein (P27034) has sequence MIDDILDKMTLEEQVSLLSGADFWTTVAIERLGVPKIKVTDGPNGARGGGSLVGGVKSACFPVAIALGATWDPELIERAGVALGGQAKSKGASVLLAPTVNIHRSGLNGRNFECYSEDPALTAACAVAYINGVQSQGVAATIKHFVANESEIERQTMSSDVDERTLREIYLPPFEEAVKKAGVKAVMSSYNKLNGTYTSENPWLLTKVLREEWGFDGVVMSDWFGSHSTAETINAGLDLEMPGPWRDRGEKLVAAVREGKVKAETVRASARRILLLLERVGAFEKAPDLAEHALDLPEDRALIRQLGAEGAVLLKNDGVLPLAKSSFDQIAVIGPNAASARVMGGGSARIAAHYTVSPLEGIRAALSNANSLRHAVGCNNNRLIDVFSGEMTVEYFKGRGFESRPVHVETVEKGEFFWFDLPSGDLDLADFSARMTATFVPQETGEHIFGMTNAGLARLFVDGELVVDGYDGWTKGENFFGTANSEQRRAVTLGAARRYR.... The pKi is 6.0. (3) The compound is COc1ccccc1N1CCN(Cc2cn(-c3ccc(OCCOCCOCCF)cc3)nn2)CC1. The target protein (Q28998) has sequence MGAGALALGASEPCNLSSAAPLPDGAATAARLLVPASPPASLLTPASEGSVQLSQQWTAGMGLLMALIVLLIVAGNVLVIVAIAKTPRLQTLTNLFIMSLASADLVMGLLVVPFGATIVVWGRWEYGSFFCELWTSVDVLCVTASIETLCVIALDRYLAITSPFRYQSLLTRAARALVCTVWAISALVSFLPILMHWWRDKGAEARRCYNDPKCCDFVTNRAYAIASSVVSFYVPLCIMAFVYLRVFREAQKQVKKIDSCERRFLGSPARPPSPAPSPGSPLPAAAAAAPVANGRTSKRRPSRLVALREQKALKTLGIIMGVFTLCWLPFFLANVVKAFHRDLVPDRLFVFFNWLGYANSAFNPIIYCRSPDFRKAFQRLLCCARRVARGSCAAAGDGPRASGCLAVARPPPSPGAASDDDDDEEDVGAAPPAPLLEPWAGYNGGAARDSDSSLDERTPGGRASESKV. The pKi is 6.9. (4) The compound is CC(=C(CCO)SCCC(=O)c1ccc(C)cc1)N(C=O)Cc1cnc(C)nc1N. The target protein sequence is FDLSLWACIAGTVLLVGLLVYLLNWLNPPRLQMGSMTSTTLYNSMWFVYGSFVQQGGEVPYTTLATRMMMGAWWLFALIVISSYTANLAAFLTISRIESSIQSLQDLSRQTDIPYGTVFDSAVYEHVRVKGMNPFERDSMYSQMWRMINRSNGSENNVQESLEGIQKV. The pKi is 5.0. (5) The drug is CC(=O)N[C@H]1c2nc(CC(=O)O)cn2[C@H](CO)[C@H](O)[C@@H]1O. The pKi is 9.0. The target protein (Q8NFI3) has sequence MEAAAVTVTRSATRRRRRQLQGLAAPEAGTQEEQEDQEPRPRRRRPGRSIKDEEEETVFREVVSFSPDPLPVRYYDKDTTKPISFYLSSLEELLAWKPRLEDGFNVALEPLACRQPPLSSQRPRTLLCHDMMGGYLDDRFIQGSVVQTPYAFYHWQCIDVFVYFSHHTVTIPPVGWTNTAHRHGVCVLGTFITEWNEGGRLCEAFLAGDERSYQAVADRLVQITQFFRFDGWLINIENSLSLAAVGNMPPFLRYLTTQLHRQVPGGLVLWYDSVVQSGQLKWQDELNQHNRVFFDSCDGFFTNYNWREEHLERMLGQAGERRADVYVGVDVFARGNVVGGRFDTDKSLELIRKHGFSVALFAPGWVYECLEKKDFFQNQDKFWGRLERYLPTHSICSLPFVTSFCLGMGARRVCYGQEEAVGPWYHLSAQEIQPLFGEHRLGGDGRGWVRTHCCLEDAWHGGSSLLVRGVIPPEVGNVAVRLFSLQAPVPPKIYLSMVYK.... (6) The drug is O=C1/C(=C/c2ccc([N+](=O)[O-])cc2)S/C(=N\c2ccccc2)N1Cc1ccco1. The target protein sequence is MSNIHDVVIIGSGPAAHTAAIYLGRSSLKPVMYEGFMAGGVAAGGQLTTTTIIENFPGFPNGIDGNELMMNMRTQSEKYGTTIITETIDHVDFSTQPFKLFTEEGKEVLTKSVIIATGATAKRMHVPGEDKYWQNGVSACAICDGAVPIFRNKVLMVVGGGDAAMEEALHLTKYGSKVIILHRRDAFRASKTMQERVLNHPKIEVIWNSELVELEGDGDLLNGAKIHNLVSGEYKVVPVAGLFYAIGHSPNSKFLGGQVKTADDGYILTEGPKTSVDGVFACGDVCDRVYRQAIVAAGSGCMAALSCEKWLQTH. The pKi is 4.8. (7) The small molecule is C[S+](CC[C@H](N)C(=O)[O-])C[C@H]1O[C@@H](n2cnc3c(N)ncnc32)[C@H](O)[C@@H]1O. The target protein (P22061) has sequence MAWKSGGASHSELIHNLRKNGIIKTDKVFEVMLATDRSHYAKCNPYMDSPQSIGFQATISAPHMHAYALELLFDQLHEGAKALDVGSGSGILTACFARMVGCTGKVIGIDHIKELVDDSVNNVRKDDPTLLSSGRVQLVVGDGRMGYAEEAPYDAIHVGAAAPVVPQALIDQLKPGGRLILPVGPAGGNQMLEQYDKLQDGSIKMKPLMGVIYVPLTDKEKQWSRWK. The pKi is 3.8. (8) The small molecule is COc1ccc(C(CN(C)C)C2(O)CCCCC2)cc1. The target is MLLARMKPQVQPELGGADQ. The pKi is 5.5.